From a dataset of Catalyst prediction with 721,799 reactions and 888 catalyst types from USPTO. Predict which catalyst facilitates the given reaction. Reactant: [Br:1][C:2]1[CH:3]=[C:4](N)[C:5]([CH3:8])=[N:6][CH:7]=1.Cl.[O:11]1CCO[CH2:13][CH2:12]1.N(OCCC(C)C)=O. Product: [Br:1][C:2]1[CH:3]=[C:4]([O:11][CH2:12][CH3:13])[C:5]([CH3:8])=[N:6][CH:7]=1. The catalyst class is: 14.